This data is from Forward reaction prediction with 1.9M reactions from USPTO patents (1976-2016). The task is: Predict the product of the given reaction. Given the reactants [OH-].[Na+].[CH3:3][C@H:4]1[CH2:9][N:8]([C:10]2[N:15]=[C:14]([C@H:16]3[CH2:20][CH2:19][CH2:18][O:17]3)[C:13]([C:21]([O:23]C)=[O:22])=[CH:12][N:11]=2)[CH2:7][C@@H:6]([CH3:25])[O:5]1, predict the reaction product. The product is: [CH3:25][C@H:6]1[CH2:7][N:8]([C:10]2[N:15]=[C:14]([C@H:16]3[CH2:20][CH2:19][CH2:18][O:17]3)[C:13]([C:21]([OH:23])=[O:22])=[CH:12][N:11]=2)[CH2:9][C@@H:4]([CH3:3])[O:5]1.